This data is from Reaction yield outcomes from USPTO patents with 853,638 reactions. The task is: Predict the reaction yield, written as a fraction of the theoretical maximum amount of product (1.0 means a 100% yield; for example, 0.34 means a 34% yield). (1) The reactants are [Br:1][C:2]1[CH:3]=[C:4]2[C:14](=[CH:15][CH:16]=1)[O:13][C:7]1[CH:8]=[N:9][C:10]([Cl:12])=[CH:11][C:6]=1[C:5]2([C:18]([CH3:20])=[CH2:19])[OH:17].B.C1C[O:25]CC1.[OH-].[Na+].OO. The catalyst is C1COCC1.O.CCOCC. The product is [Br:1][C:2]1[CH:3]=[C:4]2[C:14](=[CH:15][CH:16]=1)[O:13][C:7]1[CH:8]=[N:9][C:10]([Cl:12])=[CH:11][C:6]=1[C:5]2([CH:18]([CH3:20])[CH2:19][OH:25])[OH:17]. The yield is 0.750. (2) The reactants are FC(F)(F)C1C=C(NC(=O)NC2C=CC(C3SC(CCC(OC)=O)=NC=3)=CC=2)C=CC=1.[NH2:32][C:33]1[CH:38]=[CH:37][C:36]([C:39]2[S:43][C:42]([CH:44]3[CH2:49][CH2:48][N:47]([CH2:50][C:51]([O:53][CH2:54][CH3:55])=[O:52])[CH2:46][CH2:45]3)=[N:41][CH:40]=2)=[CH:35][CH:34]=1.[F:56][C:57]1[CH:62]=[CH:61][CH:60]=[CH:59][C:58]=1[N:63]=[C:64]=[O:65]. No catalyst specified. The product is [F:56][C:57]1[CH:62]=[CH:61][CH:60]=[CH:59][C:58]=1[NH:63][C:64](=[O:65])[NH:32][C:33]1[CH:38]=[CH:37][C:36]([C:39]2[S:43][C:42]([CH:44]3[CH2:49][CH2:48][N:47]([CH2:50][C:51]([O:53][CH2:54][CH3:55])=[O:52])[CH2:46][CH2:45]3)=[N:41][CH:40]=2)=[CH:35][CH:34]=1. The yield is 0.920. (3) The product is [F:29][C:30]1[C:37]([F:38])=[CH:36][CH:35]=[CH:34][C:31]=1[CH2:32][N:9]1[CH2:14][CH2:13][CH:12]([CH2:15][O:16][C:17]2[CH:26]=[CH:25][CH:24]=[C:23]3[C:18]=2[C:19]([NH2:28])=[N:20][C:21]([NH2:27])=[N:22]3)[CH2:11][CH2:10]1. The yield is 0.530. The reactants are C(N)C1C=CC=CC=1.[NH:9]1[CH2:14][CH2:13][CH:12]([CH2:15][O:16][C:17]2[CH:26]=[CH:25][CH:24]=[C:23]3[C:18]=2[C:19]([NH2:28])=[N:20][C:21]([NH2:27])=[N:22]3)[CH2:11][CH2:10]1.[F:29][C:30]1[C:37]([F:38])=[CH:36][CH:35]=[CH:34][C:31]=1[CH2:32]Br. No catalyst specified. (4) The reactants are [CH3:1][C:2]1([CH3:20])[CH2:3][N:4]([C:10]([O:12][CH2:13][C:14]2[CH:19]=[CH:18][CH:17]=[CH:16][CH:15]=2)=[O:11])[CH2:5]/[C:6]/1=[N:7]\OC.B.C1COCC1. The catalyst is C1COCC1. The product is [NH2:7][CH:6]1[CH2:5][N:4]([C:10]([O:12][CH2:13][C:14]2[CH:19]=[CH:18][CH:17]=[CH:16][CH:15]=2)=[O:11])[CH2:3][C:2]1([CH3:20])[CH3:1]. The yield is 0.920. (5) The catalyst is C(OCC)(=O)C. The yield is 0.900. The product is [ClH:24].[NH2:1][C:2]1[C:10]([OH:11])=[C:9]2[C:5]([CH2:6][CH2:7][CH:8]2[CH2:13][CH2:14][NH:15][C:16](=[O:18])[CH3:17])=[CH:4][CH:3]=1. The reactants are [NH2:1][C:2]1[C:10]([O:11]C)=[C:9]2[C:5]([CH2:6][CH2:7][CH:8]2[CH2:13][CH2:14][NH:15][C:16](=[O:18])[CH3:17])=[CH:4][CH:3]=1.B(Br)(Br)Br.O.[Cl:24]CCl.